Dataset: Catalyst prediction with 721,799 reactions and 888 catalyst types from USPTO. Task: Predict which catalyst facilitates the given reaction. (1) Reactant: [NH2:1][C:2]1[C:3]2[N:4]([CH:28]=[CH:29][N:30]=2)[CH:5]=[C:6]([C:8]2[C:9]([CH3:27])=[C:10]([NH:14][C:15](=[O:26])[C:16]3[CH:21]=[CH:20][C:19]([C:22]([CH3:25])([CH3:24])[CH3:23])=[CH:18][CH:17]=3)[CH:11]=[CH:12][CH:13]=2)[CH:7]=1.[CH:31]([N:34]([CH:37](C)C)CC)(C)[CH3:32].C(Cl)(Cl)=[O:41].C1(C)C=CC=CC=1. Product: [C:22]([C:19]1[CH:20]=[CH:21][C:16]([C:15]([NH:14][C:10]2[CH:11]=[CH:12][CH:13]=[C:8]([C:6]3[CH:7]=[C:2]([NH:1][C:37]([NH:34][CH2:31][CH3:32])=[O:41])[C:3]4[N:4]([CH:28]=[CH:29][N:30]=4)[CH:5]=3)[C:9]=2[CH3:27])=[O:26])=[CH:17][CH:18]=1)([CH3:25])([CH3:23])[CH3:24]. The catalyst class is: 4. (2) Reactant: [F:1][C:2]([F:20])([F:19])[C:3]1[CH:4]=[C:5]([N:9]2[CH2:14][CH2:13][CH:12]([C:15]([O:17]C)=[O:16])[CH2:11][CH2:10]2)[CH:6]=[CH:7][CH:8]=1.[Na].[OH-].Cl. Product: [F:19][C:2]([F:1])([F:20])[C:3]1[CH:4]=[C:5]([N:9]2[CH2:14][CH2:13][CH:12]([C:15]([OH:17])=[O:16])[CH2:11][CH2:10]2)[CH:6]=[CH:7][CH:8]=1. The catalyst class is: 776. (3) Reactant: Br[C:2]1[CH:7]=[C:6]([Cl:8])[CH:5]=[CH:4][C:3]=1[N:9]1[CH:13]=[CH:12][CH:11]=[CH:10]1.CCCCCC.C([Li])CCC.[Cl:25][C:26]1[C:33]([Cl:34])=[CH:32][CH:31]=[CH:30][C:27]=1[CH:28]=[O:29].[Cl-].[NH4+]. Product: [Cl:8][C:6]1[CH:5]=[CH:4][C:3]([N:9]2[CH:13]=[CH:12][CH:11]=[CH:10]2)=[C:2]([CH:28]([C:27]2[CH:30]=[CH:31][CH:32]=[C:33]([Cl:34])[C:26]=2[Cl:25])[OH:29])[CH:7]=1. The catalyst class is: 27. (4) Reactant: Br[CH2:2][CH2:3][CH2:4][CH2:5][O:6][CH2:7][CH2:8][CH2:9][CH2:10][C:11]1[CH:16]=[CH:15][C:14]([C:17]([NH:19][CH2:20][C:21]2[C:22]([NH:34][CH:35]3[CH2:40][CH2:39][N:38]([C:41]([NH2:43])=[O:42])[CH2:37][CH2:36]3)=[C:23]3[CH:31]=[N:30][N:29]([CH2:32][CH3:33])[C:24]3=[N:25][C:26]=2[CH2:27][CH3:28])=[O:18])=[CH:13][CH:12]=1.C(N(CC)C(C)C)(C)C.[NH:53]1[CH2:58][CH2:57][O:56][CH2:55][CH2:54]1. Product: [CH2:32]([N:29]1[C:24]2=[N:25][C:26]([CH2:27][CH3:28])=[C:21]([CH2:20][NH:19][C:17]([C:14]3[CH:15]=[CH:16][C:11]([CH2:10][CH2:9][CH2:8][CH2:7][O:6][CH2:5][CH2:4][CH2:3][CH2:2][N:53]4[CH2:58][CH2:57][O:56][CH2:55][CH2:54]4)=[CH:12][CH:13]=3)=[O:18])[C:22]([NH:34][CH:35]3[CH2:40][CH2:39][N:38]([C:41]([NH2:43])=[O:42])[CH2:37][CH2:36]3)=[C:23]2[CH:31]=[N:30]1)[CH3:33]. The catalyst class is: 9. (5) Reactant: [CH3:1][O:2][C:3]1[CH:8]=[CH:7][C:6]([O:9][CH3:10])=[CH:5][C:4]=1[S:11][C:12]1[NH:13][C:14]2[C:19]([N:20]=1)=[C:18]([NH2:21])[N:17]=[CH:16][N:15]=2.[N:22]([CH2:25][CH2:26][CH2:27]Cl)([CH3:24])[CH3:23].Cl.C([O-])([O-])=O.[Cs+].[Cs+].CO.C(Cl)Cl. Product: [CH3:1][O:2][C:3]1[CH:8]=[CH:7][C:6]([O:9][CH3:10])=[CH:5][C:4]=1[S:11][C:12]1[N:13]([CH2:27][CH2:26][CH2:25][N:22]([CH3:24])[CH3:23])[C:14]2[C:19]([N:20]=1)=[C:18]([NH2:21])[N:17]=[CH:16][N:15]=2. The catalyst class is: 3.